Predict the reactants needed to synthesize the given product. From a dataset of Full USPTO retrosynthesis dataset with 1.9M reactions from patents (1976-2016). (1) The reactants are: Cl[C:2]1[C:7]([C:8]#[N:9])=[CH:6][N:5]=[C:4]2[S:10][C:11](/[CH:13]=[CH:14]/[C:15]([O:17][CH2:18][CH3:19])=[O:16])=[CH:12][C:3]=12.[NH2:20][C:21]1[CH:22]=[C:23]2[C:27](=[CH:28][CH:29]=1)[NH:26][CH:25]=[CH:24]2. Given the product [C:8]([C:7]1[C:2]([NH:20][C:21]2[CH:22]=[C:23]3[C:27](=[CH:28][CH:29]=2)[NH:26][CH:25]=[CH:24]3)=[C:3]2[CH:12]=[C:11](/[CH:13]=[CH:14]/[C:15]([O:17][CH2:18][CH3:19])=[O:16])[S:10][C:4]2=[N:5][CH:6]=1)#[N:9], predict the reactants needed to synthesize it. (2) Given the product [C:38]([C:33]1[CH:34]=[CH:35][CH:36]=[CH:37][C:32]=1[NH:31][C@@H:4]([CH2:5][C:6]1[CH:11]=[CH:10][C:9]([O:12][CH2:13][C:14]([CH2:29][CH3:30])=[CH:15][C:16]2[CH:28]=[CH:27][C:26]3[C:25]4[C:20](=[CH:21][CH:22]=[CH:23][CH:24]=4)[CH2:19][C:18]=3[CH:17]=2)=[CH:8][CH:7]=1)[C:3]([OH:46])=[O:2])(=[O:45])[C:39]1[CH:44]=[CH:43][CH:42]=[CH:41][CH:40]=1, predict the reactants needed to synthesize it. The reactants are: C[O:2][C:3](=[O:46])[C@@H:4]([NH:31][C:32]1[CH:37]=[CH:36][CH:35]=[CH:34][C:33]=1[C:38](=[O:45])[C:39]1[CH:44]=[CH:43][CH:42]=[CH:41][CH:40]=1)[CH2:5][C:6]1[CH:11]=[CH:10][C:9]([O:12][CH2:13][C:14]([CH2:29][CH3:30])=[CH:15][C:16]2[CH:28]=[CH:27][C:26]3[C:25]4[C:20](=[CH:21][CH:22]=[CH:23][CH:24]=4)[CH2:19][C:18]=3[CH:17]=2)=[CH:8][CH:7]=1.[OH-].[Na+]. (3) Given the product [F:24][C:25]1[CH:35]=[CH:34][C:28]([O:29][CH2:30][C@@H:31]([OH:32])[CH2:33][N:14]2[CH2:15][CH2:16][C:11]3([O:10][C:9]4[C:19]5[C:5]([C:6](=[O:23])[C:7](=[O:22])[C:8]=4[S:18][CH2:17]3)=[CH:4][C:3]([O:2][CH3:1])=[CH:21][CH:20]=5)[CH2:12][CH2:13]2)=[CH:27][CH:26]=1, predict the reactants needed to synthesize it. The reactants are: [CH3:1][O:2][C:3]1[CH:4]=[C:5]2[C:19](=[CH:20][CH:21]=1)[C:9]1[O:10][C:11]3([CH2:17][S:18][C:8]=1[C:7](=[O:22])[C:6]2=[O:23])[CH2:16][CH2:15][NH:14][CH2:13][CH2:12]3.[F:24][C:25]1[CH:35]=[CH:34][C:28]([O:29][CH2:30][C@@H:31]2[CH2:33][O:32]2)=[CH:27][CH:26]=1. (4) Given the product [CH2:17]([N:19]([CH2:20][CH3:21])[CH2:2][C:3]#[C:4][CH2:5][N:6]1[C:14](=[O:15])[C:13]2[C:8](=[CH:9][CH:10]=[CH:11][CH:12]=2)[C:7]1=[O:16])[CH3:18], predict the reactants needed to synthesize it. The reactants are: Cl[CH2:2][C:3]#[C:4][CH2:5][N:6]1[C:14](=[O:15])[C:13]2[C:8](=[CH:9][CH:10]=[CH:11][CH:12]=2)[C:7]1=[O:16].[CH2:17]([NH:19][CH2:20][CH3:21])[CH3:18].O. (5) Given the product [NH:13]1[C:2]2[C:3](=[CH:4][C:5]([C:8]#[N:9])=[CH:6][CH:7]=2)[CH:10]=[N:14]1, predict the reactants needed to synthesize it. The reactants are: F[C:2]1[CH:7]=[CH:6][C:5]([C:8]#[N:9])=[CH:4][C:3]=1[CH:10]=O.O.[NH2:13][NH2:14]. (6) Given the product [CH:17]1([CH2:23][O:1][C:2]2[CH:3]=[C:4]([C:9](=[O:11])[CH3:10])[CH:5]=[C:6]([O:8][CH2:12][CH3:13])[CH:7]=2)[CH2:22][CH2:21][CH2:20][CH2:19][CH2:18]1, predict the reactants needed to synthesize it. The reactants are: [OH:1][C:2]1[CH:3]=[C:4]([C:9](=[O:11])[CH3:10])[CH:5]=[C:6]([OH:8])[CH:7]=1.[CH2:12](Br)[CH3:13].[H-].[Na+].[CH:17]1([CH2:23]Br)[CH2:22][CH2:21][CH2:20][CH2:19][CH2:18]1. (7) Given the product [CH3:1][O:2][C:3](=[O:17])[C:4]([O:7][C:8]1[CH:13]=[C:12]([Cl:14])[C:11]([O:15][CH2:24][C:23]2[N:19]([CH3:18])[N:20]=[C:21]([C:26]3[CH:27]=[CH:28][C:29]([O:32][C:33]([F:35])([F:34])[F:36])=[CH:30][CH:31]=3)[CH:22]=2)=[CH:10][C:9]=1[Cl:16])([CH3:6])[CH3:5], predict the reactants needed to synthesize it. The reactants are: [CH3:1][O:2][C:3](=[O:17])[C:4]([O:7][C:8]1[CH:13]=[C:12]([Cl:14])[C:11]([OH:15])=[CH:10][C:9]=1[Cl:16])([CH3:6])[CH3:5].[CH3:18][N:19]1[C:23]([CH2:24]O)=[CH:22][C:21]([C:26]2[CH:31]=[CH:30][C:29]([O:32][C:33]([F:36])([F:35])[F:34])=[CH:28][CH:27]=2)=[N:20]1.CN(C)C(N=NC(N(C)C)=O)=O.C(P(CCCC)CCCC)CCC. (8) Given the product [Br:1][C:2]1[CH:3]=[C:4]2[C:10]([C:31]3[CH:30]=[N:29][N:28]([CH2:27][C:26]4[CH:42]=[CH:43][C:23]([F:22])=[CH:24][CH:25]=4)[CH:32]=3)=[CH:9][N:8]([S:12]([C:15]3[CH:21]=[CH:20][C:18]([CH3:19])=[CH:17][CH:16]=3)(=[O:14])=[O:13])[C:5]2=[N:6][CH:7]=1, predict the reactants needed to synthesize it. The reactants are: [Br:1][C:2]1[CH:3]=[C:4]2[C:10](I)=[CH:9][N:8]([S:12]([C:15]3[CH:21]=[CH:20][C:18]([CH3:19])=[CH:17][CH:16]=3)(=[O:14])=[O:13])[C:5]2=[N:6][CH:7]=1.[F:22][C:23]1[CH:43]=[CH:42][C:26]([CH2:27][N:28]2[CH:32]=[C:31](B3OC(C)(C)C(C)(C)O3)[CH:30]=[N:29]2)=[CH:25][CH:24]=1.C(=O)([O-])[O-].[Na+].[Na+].